Task: Regression. Given two drug SMILES strings and cell line genomic features, predict the synergy score measuring deviation from expected non-interaction effect.. Dataset: NCI-60 drug combinations with 297,098 pairs across 59 cell lines (1) Drug 1: C1=CC(=CC=C1CCCC(=O)O)N(CCCl)CCCl. Drug 2: C1=NC2=C(N=C(N=C2N1C3C(C(C(O3)CO)O)F)Cl)N. Cell line: UACC-257. Synergy scores: CSS=30.8, Synergy_ZIP=-4.02, Synergy_Bliss=0.0760, Synergy_Loewe=-12.6, Synergy_HSA=-2.09. (2) Drug 1: CC1=C(C(=CC=C1)Cl)NC(=O)C2=CN=C(S2)NC3=CC(=NC(=N3)C)N4CCN(CC4)CCO. Drug 2: CC1=C(N=C(N=C1N)C(CC(=O)N)NCC(C(=O)N)N)C(=O)NC(C(C2=CN=CN2)OC3C(C(C(C(O3)CO)O)O)OC4C(C(C(C(O4)CO)O)OC(=O)N)O)C(=O)NC(C)C(C(C)C(=O)NC(C(C)O)C(=O)NCCC5=NC(=CS5)C6=NC(=CS6)C(=O)NCCC[S+](C)C)O. Cell line: HCT116. Synergy scores: CSS=48.1, Synergy_ZIP=6.28, Synergy_Bliss=6.18, Synergy_Loewe=1.91, Synergy_HSA=2.94. (3) Cell line: NCI-H226. Drug 1: C1=CC(=CC=C1CC(C(=O)O)N)N(CCCl)CCCl.Cl. Drug 2: C1C(C(OC1N2C=C(C(=O)NC2=O)F)CO)O. Synergy scores: CSS=3.25, Synergy_ZIP=-1.85, Synergy_Bliss=-0.0475, Synergy_Loewe=-3.02, Synergy_HSA=-1.39. (4) Drug 1: CCCCCOC(=O)NC1=NC(=O)N(C=C1F)C2C(C(C(O2)C)O)O. Drug 2: CC1C(C(CC(O1)OC2CC(CC3=C2C(=C4C(=C3O)C(=O)C5=CC=CC=C5C4=O)O)(C(=O)C)O)N)O. Cell line: HCT-15. Synergy scores: CSS=32.2, Synergy_ZIP=-0.538, Synergy_Bliss=-1.86, Synergy_Loewe=-25.7, Synergy_HSA=-0.243. (5) Drug 1: C#CCC(CC1=CN=C2C(=N1)C(=NC(=N2)N)N)C3=CC=C(C=C3)C(=O)NC(CCC(=O)O)C(=O)O. Drug 2: C1CC(=O)NC(=O)C1N2C(=O)C3=CC=CC=C3C2=O. Cell line: IGROV1. Synergy scores: CSS=-4.55, Synergy_ZIP=1.76, Synergy_Bliss=-1.35, Synergy_Loewe=-2.78, Synergy_HSA=-4.79.